This data is from Peptide-MHC class I binding affinity with 185,985 pairs from IEDB/IMGT. The task is: Regression. Given a peptide amino acid sequence and an MHC pseudo amino acid sequence, predict their binding affinity value. This is MHC class I binding data. The peptide sequence is IGRGKNHAR. The MHC is HLA-A68:02 with pseudo-sequence HLA-A68:02. The binding affinity (normalized) is 0.0847.